The task is: Predict the reactants needed to synthesize the given product.. This data is from Full USPTO retrosynthesis dataset with 1.9M reactions from patents (1976-2016). (1) Given the product [C:14]([NH:19][NH:20][C:11]([C:8]1[CH:7]=[CH:6][C:5]([C:3]([O:2][CH3:1])=[O:4])=[CH:10][N:9]=1)=[O:13])(=[O:18])[CH:15]([CH3:17])[CH3:16], predict the reactants needed to synthesize it. The reactants are: [CH3:1][O:2][C:3]([C:5]1[CH:6]=[CH:7][C:8]([C:11]([OH:13])=O)=[N:9][CH:10]=1)=[O:4].[C:14]([NH:19][NH2:20])(=[O:18])[CH:15]([CH3:17])[CH3:16].CCN=C=NCCCN(C)C.Cl.C1C=CC2N(O)N=NC=2C=1.O.C(N(CC)CC)C. (2) Given the product [CH3:1][C:2]1[CH:7]=[CH:6][CH:5]=[CH:4][C:3]=1[NH:8][C:9]1[N:14]2[N:15]=[CH:16][C:17]([C:18]([NH:41][S:38]([CH2:37][C:36]([F:43])([F:42])[F:35])(=[O:40])=[O:39])=[O:19])=[C:13]2[N:12]=[CH:11][C:10]=1[C:21]([N:23]1[CH2:24][CH2:25][CH:26]([C:29]2[CH:34]=[CH:33][CH:32]=[CH:31][CH:30]=2)[CH2:27][CH2:28]1)=[O:22], predict the reactants needed to synthesize it. The reactants are: [CH3:1][C:2]1[CH:7]=[CH:6][CH:5]=[CH:4][C:3]=1[NH:8][C:9]1[N:14]2[N:15]=[CH:16][C:17]([C:18](O)=[O:19])=[C:13]2[N:12]=[CH:11][C:10]=1[C:21]([N:23]1[CH2:28][CH2:27][CH:26]([C:29]2[CH:34]=[CH:33][CH:32]=[CH:31][CH:30]=2)[CH2:25][CH2:24]1)=[O:22].[F:35][C:36]([F:43])([F:42])[CH2:37][S:38]([NH2:41])(=[O:40])=[O:39]. (3) Given the product [N+:19]([CH2:22][CH:12]([C:11]1[CH:10]=[CH:9][C:8]([O:1][C:2]2[CH:3]=[CH:4][CH:5]=[CH:6][CH:7]=2)=[CH:15][CH:14]=1)[O-:13])([O-:21])=[O:20].[Na+:18], predict the reactants needed to synthesize it. The reactants are: [O:1]([C:8]1[CH:15]=[CH:14][C:11]([CH:12]=[O:13])=[CH:10][CH:9]=1)[C:2]1[CH:7]=[CH:6][CH:5]=[CH:4][CH:3]=1.C[O-].[Na+:18].[N+:19]([CH3:22])([O-:21])=[O:20]. (4) Given the product [OH:22][C:20]1[CH:19]=[CH:18][C:15]([C:16]2[N:12]([CH3:11])[C:1](=[O:10])[C:2]3[C:3](=[CH:5][CH:6]=[CH:7][CH:8]=3)[N:4]=2)=[C:14]([CH3:13])[CH:21]=1, predict the reactants needed to synthesize it. The reactants are: [C:1]([OH:10])(=O)[C:2]1[C:3](=[CH:5][CH:6]=[CH:7][CH:8]=1)[NH2:4].[CH3:11][NH2:12].[CH3:13][C:14]1[CH:21]=[C:20]([O:22]C)[CH:19]=[CH:18][C:15]=1[CH:16]=O. (5) The reactants are: [Cl:1][C:2]1[C:3](=[O:19])[N:4]([CH:9]2[CH2:14][C:13]([CH3:16])([CH3:15])[CH2:12][C:11]([CH3:18])([CH3:17])[CH2:10]2)[N:5]=[CH:6][C:7]=1Cl.[CH3:20][N:21]([CH3:25])[CH2:22][CH2:23][NH2:24]. Given the product [Cl:1][C:2]1[C:3](=[O:19])[N:4]([CH:9]2[CH2:14][C:13]([CH3:16])([CH3:15])[CH2:12][C:11]([CH3:18])([CH3:17])[CH2:10]2)[N:5]=[CH:6][C:7]=1[NH:24][CH2:23][CH2:22][N:21]([CH3:25])[CH3:20], predict the reactants needed to synthesize it. (6) Given the product [Cl:1][C:2]1[N:7]=[C:6]([NH:15][C:12]2[NH:11][N:10]=[CH:14][CH:13]=2)[CH:5]=[C:4]([CH3:9])[N:3]=1, predict the reactants needed to synthesize it. The reactants are: [Cl:1][C:2]1[N:7]=[C:6](Cl)[CH:5]=[C:4]([CH3:9])[N:3]=1.[NH:10]1[CH:14]=[CH:13][C:12]([NH2:15])=[N:11]1.[Na+].[I-].CCN(C(C)C)C(C)C.